Dataset: Catalyst prediction with 721,799 reactions and 888 catalyst types from USPTO. Task: Predict which catalyst facilitates the given reaction. (1) Reactant: C(OC(=O)[NH:7][C:8]1[CH:13]=[CH:12][C:11]([C:14]2[S:15][CH:16]=[CH:17][CH:18]=2)=[CH:10][C:9]=1[NH:19][C:20]([C:22]1[CH:23]=[N:24][C:25](Cl)=[CH:26][CH:27]=1)=[O:21])CCC.[CH2:30]([NH:32][C:33]([N:35]1[C:39]2([CH2:44][CH2:43][NH:42][CH2:41][CH2:40]2)[CH2:38][CH2:37][CH2:36]1)=[O:34])[CH3:31].CCN(CC)CC. The catalyst class is: 16. Product: [NH2:7][C:8]1[CH:13]=[CH:12][C:11]([C:14]2[S:15][CH:16]=[CH:17][CH:18]=2)=[CH:10][C:9]=1[NH:19][C:20]([C:22]1[CH:27]=[CH:26][C:25]([N:42]2[CH2:41][CH2:40][C:39]3([N:35]([C:33]([NH:32][CH2:30][CH3:31])=[O:34])[CH2:36][CH2:37][CH2:38]3)[CH2:44][CH2:43]2)=[N:24][CH:23]=1)=[O:21]. (2) Reactant: [CH:1]1([N:6]2[C:15]3[N:14]=[C:13]([N:16]4[CH:20]=[CH:19][N:18]=[C:17]4[C:21]4[CH2:22][CH2:23][O:24][CH2:25][CH:26]=4)[N:12]=[CH:11][C:10]=3[N:9]([CH3:27])[C:8](=[O:28])[C@H:7]2[CH2:29][CH3:30])[CH2:5][CH2:4][CH2:3][CH2:2]1. Product: [CH:1]1([N:6]2[C:15]3[N:14]=[C:13]([N:16]4[CH:20]=[CH:19][N:18]=[C:17]4[CH:21]4[CH2:22][CH2:23][O:24][CH2:25][CH2:26]4)[N:12]=[CH:11][C:10]=3[N:9]([CH3:27])[C:8](=[O:28])[C@H:7]2[CH2:29][CH3:30])[CH2:2][CH2:3][CH2:4][CH2:5]1. The catalyst class is: 19. (3) Reactant: [H-].[Na+].[F:3][C:4]1[C:9]([F:10])=[CH:8][C:7]([N+:11]([O-:13])=[O:12])=[CH:6][C:5]=1[OH:14].I[CH3:16]. Product: [F:10][C:9]1[CH:8]=[C:7]([N+:11]([O-:13])=[O:12])[CH:6]=[C:5]([O:14][CH3:16])[C:4]=1[F:3]. The catalyst class is: 198. (4) Reactant: Br[C:2]1[CH:3]=[C:4]([CH:19]=[CH:20][CH:21]=1)[CH2:5][O:6][C:7]1[CH:12]=[CH:11][C:10]([CH2:13][CH2:14][C:15]([O:17]C)=[O:16])=[CH:9][CH:8]=1.[CH2:22]([NH:29][CH2:30][CH3:31])[C:23]1[CH:28]=[CH:27][CH:26]=[CH:25][CH:24]=1.C(=O)([O-])[O-].[Cs+].[Cs+].C1(P(C2C=CC=CC=2)C2C=CC3C(=CC=CC=3)C=2C2C3C(=CC=CC=3)C=CC=2P(C2C=CC=CC=2)C2C=CC=CC=2)C=CC=CC=1. Product: [CH2:22]([N:29]([CH2:30][CH3:31])[C:2]1[CH:3]=[C:4]([CH:19]=[CH:20][CH:21]=1)[CH2:5][O:6][C:7]1[CH:12]=[CH:11][C:10]([CH2:13][CH2:14][C:15]([OH:17])=[O:16])=[CH:9][CH:8]=1)[C:23]1[CH:28]=[CH:27][CH:26]=[CH:25][CH:24]=1. The catalyst class is: 11. (5) Reactant: [CH2:1]([C:8]1[O:12][N:11]=[C:10]([C:13]([NH:15][C@H:16]2[CH2:22][O:21][C:20]3[CH:23]=[CH:24][C:25]([C:27](O)=[O:28])=[CH:26][C:19]=3[N:18]([CH3:30])[C:17]2=[O:31])=[O:14])[CH:9]=1)[C:2]1[CH:7]=[CH:6][CH:5]=[CH:4][CH:3]=1.ClC(N(C)C)=C(C)C.[NH2:40][CH2:41][CH2:42][C:43]#[N:44]. Product: [CH2:1]([C:8]1[O:12][N:11]=[C:10]([C:13]([NH:15][C@H:16]2[CH2:22][O:21][C:20]3[CH:23]=[CH:24][C:25]([C:27]([NH:44][CH2:43][CH2:42][C:41]#[N:40])=[O:28])=[CH:26][C:19]=3[N:18]([CH3:30])[C:17]2=[O:31])=[O:14])[CH:9]=1)[C:2]1[CH:7]=[CH:6][CH:5]=[CH:4][CH:3]=1. The catalyst class is: 2. (6) Reactant: [N+:1]([C:4]1[CH:9]=[CH:8][C:7]([C:10]2[S:14][C:13]([CH:15]3[CH2:20][CH2:19][CH:18]([CH2:21][C:22]([OH:24])=O)[CH2:17][CH2:16]3)=[N:12][CH:11]=2)=[CH:6][CH:5]=1)([O-:3])=[O:2].C(Cl)(=O)C(Cl)=O.[C:31]([NH:34][NH2:35])(=[O:33])[CH3:32]. Product: [C:31]([NH:34][NH:35][C:22](=[O:24])[CH2:21][CH:18]1[CH2:17][CH2:16][CH:15]([C:13]2[S:14][C:10]([C:7]3[CH:8]=[CH:9][C:4]([N+:1]([O-:3])=[O:2])=[CH:5][CH:6]=3)=[CH:11][N:12]=2)[CH2:20][CH2:19]1)(=[O:33])[CH3:32]. The catalyst class is: 68. (7) Reactant: [O:1]=[C:2]1[N:7]2[CH:8]=[CH:9][CH:10]=[C:6]2[CH:5]=[C:4]([C:11]([O:13]C)=[O:12])[N:3]1[C:15]1[CH:20]=[CH:19][CH:18]=[CH:17][CH:16]=1.[OH-].[Na+]. Product: [O:1]=[C:2]1[N:7]2[CH:8]=[CH:9][CH:10]=[C:6]2[CH:5]=[C:4]([C:11]([OH:13])=[O:12])[N:3]1[C:15]1[CH:20]=[CH:19][CH:18]=[CH:17][CH:16]=1. The catalyst class is: 301. (8) Product: [CH2:1]([O:3][C:4]([C:6]1[O:7][C:8]2[CH:15]=[CH:14][CH:13]=[C:12]([CH2:16][OH:17])[C:9]=2[C:10]=1[CH3:11])=[O:5])[CH3:2]. Reactant: [CH2:1]([O:3][C:4]([CH:6]1[C:10]([CH3:11])=[C:9]2[C:12](=[C:16]=[O:17])[CH:13]=[CH:14][CH:15]=[C:8]2[O:7]1)=[O:5])[CH3:2].[BH4-].[Na+].O. The catalyst class is: 8. (9) Reactant: CC(OC(/N=N/C(OC(C)C)=O)=O)C.[Br:15][C:16]1[CH:17]=[C:18]([CH2:30][OH:31])[CH:19]=[C:20]([NH:23][CH2:24][CH:25]2[CH2:29][CH2:28][CH2:27][O:26]2)[C:21]=1[F:22].O[C:33]1[CH:38]=[CH:37][CH:36]=[CH:35][C:34]=1[CH2:39][C:40]([O:42][C:43]([CH3:46])([CH3:45])[CH3:44])=[O:41].C1C=CC(P(C2C=CC=CC=2)C2C=CC=CC=2)=CC=1.[NH4+].[Cl-]. Product: [Br:15][C:16]1[CH:17]=[C:18]([CH:19]=[C:20]([NH:23][CH2:24][CH:25]2[CH2:29][CH2:28][CH2:27][O:26]2)[C:21]=1[F:22])[CH2:30][O:31][C:33]1[CH:38]=[CH:37][CH:36]=[CH:35][C:34]=1[CH2:39][C:40]([O:42][C:43]([CH3:46])([CH3:45])[CH3:44])=[O:41]. The catalyst class is: 1. (10) Reactant: Cl.[CH3:2][CH:3]1[CH2:8][CH2:7][NH:6][CH2:5][CH:4]1[C:9]([OH:11])=[O:10].[CH2:12](O)[CH3:13]. The catalyst class is: 15. Product: [CH3:2][CH:3]1[CH2:8][CH2:7][NH:6][CH2:5][CH:4]1[C:9]([O:11][CH2:12][CH3:13])=[O:10].